Predict hERG channel inhibition at various concentrations. From a dataset of hERG Central: cardiac toxicity at 1µM, 10µM, and general inhibition. (1) The drug is CCCNC(=O)c1ccc(N2CCC3(CC2)CC(c2ccccc2)=NO3)c([N+](=O)[O-])c1. Results: hERG_inhib (hERG inhibition (general)): blocker. (2) The molecule is O=C(CSCC(=O)NCc1ccco1)NCc1ccco1. Results: hERG_inhib (hERG inhibition (general)): blocker. (3) The drug is CCN1CCN(C(c2cccs2)C(C)NC(=S)Nc2cc(C)ccc2C)CC1. Results: hERG_inhib (hERG inhibition (general)): blocker. (4) The drug is O=C1c2cccc3cccc(c23)C(=O)N1CCCN1CCN(c2ccc(F)cc2)CC1. Results: hERG_inhib (hERG inhibition (general)): blocker. (5) The compound is O=C(/C=C/c1ccccc1)N/C(=C/c1ccccc1)C(=O)N1CCCCC1. Results: hERG_inhib (hERG inhibition (general)): blocker. (6) The drug is CC1CCCN(CCCNC(=O)c2cn(C)c3ccc(S(=O)(=O)N(C)C4CCCCC4)cc3c2=O)C1. Results: hERG_inhib (hERG inhibition (general)): blocker.